From a dataset of Full USPTO retrosynthesis dataset with 1.9M reactions from patents (1976-2016). Predict the reactants needed to synthesize the given product. (1) Given the product [ClH:46].[ClH:46].[NH2:7][CH:8]([CH2:9][CH:10]([CH3:12])[CH3:11])[CH2:13][NH:14][CH:15]([CH2:16][C:17]1[CH:18]=[CH:19][C:20]([O:23][CH2:24][C:25]2[CH:30]=[CH:29][CH:28]=[CH:27][CH:26]=2)=[CH:21][CH:22]=1)[C:31]([NH:32][C:33]([CH3:34])([CH3:35])[CH3:36])=[O:37], predict the reactants needed to synthesize it. The reactants are: C(OC(=O)[NH:7][CH:8]([CH2:13][NH:14][CH:15]([C:31](=[O:37])[NH:32][C:33]([CH3:36])([CH3:35])[CH3:34])[CH2:16][C:17]1[CH:22]=[CH:21][C:20]([O:23][CH2:24][C:25]2[CH:30]=[CH:29][CH:28]=[CH:27][CH:26]=2)=[CH:19][CH:18]=1)[CH2:9][CH:10]([CH3:12])[CH3:11])(C)(C)C.FC(F)(F)C(O)=O.[ClH:46]. (2) The reactants are: [Cl:1][C:2]1[CH:7]=[CH:6][C:5]([C:8]2[N:12]([CH:13]3[CH2:15][CH2:14]3)[C:11](=[O:16])[N:10]([S:17]([C:20]3[CH:25]=[CH:24][C:23]([C:26](O)=[O:27])=[CH:22][CH:21]=3)(=[O:19])=[O:18])[N:9]=2)=[CH:4][CH:3]=1.O.ON1C2C=CC=CC=2N=N1.Cl.CN(C)CCCN=C=NCC.[CH3:52][C:53]([NH2:56])([CH3:55])[CH3:54]. Given the product [C:53]([NH:56][C:26]([C:23]1[CH:24]=[CH:25][C:20]([S:17]([N:10]2[C:11](=[O:16])[N:12]([CH:13]3[CH2:14][CH2:15]3)[C:8]([C:5]3[CH:4]=[CH:3][C:2]([Cl:1])=[CH:7][CH:6]=3)=[N:9]2)(=[O:19])=[O:18])=[CH:21][CH:22]=1)=[O:27])([CH3:55])([CH3:54])[CH3:52], predict the reactants needed to synthesize it. (3) The reactants are: [C:1]([C:3]1[C:8]([C:9]2[N:13](S(C3C=CC=CC=3)(=O)=O)[CH:12]=[C:11]([CH2:23][N:24]([CH3:32])[C:25](=[O:31])[O:26][C:27]([CH3:30])([CH3:29])[CH3:28])[C:10]=2[F:33])=[CH:7][CH:6]=[CH:5][N:4]=1)#[N:2].O1CCCC1.[OH-].[Na+]. Given the product [C:1]([C:3]1[C:8]([C:9]2[NH:13][CH:12]=[C:11]([CH2:23][N:24]([CH3:32])[C:25](=[O:31])[O:26][C:27]([CH3:29])([CH3:30])[CH3:28])[C:10]=2[F:33])=[CH:7][CH:6]=[CH:5][N:4]=1)#[N:2], predict the reactants needed to synthesize it. (4) The reactants are: [Cl-].[Na+].[OH:3][C:4]1[C:11]([CH3:12])=[CH:10][C:7]([CH:8]=[O:9])=[C:6]([CH3:13])[CH:5]=1.[N+:14]([O-])([OH:16])=[O:15]. Given the product [OH:3][C:4]1[C:11]([CH3:12])=[CH:10][C:7]([CH:8]=[O:9])=[C:6]([CH3:13])[C:5]=1[N+:14]([O-:16])=[O:15], predict the reactants needed to synthesize it. (5) The reactants are: [C:1]([CH2:3][NH:4][C:5]([C@@H:7]1[C@@H:12]2[CH2:13][C@@H:9]([CH:10]=[CH:11]2)[C@H:8]1[C:14](O)=[O:15])=[O:6])#[N:2].CN1CCOCC1.ClC(OCC(C)C)=O.[BH4-].[Na+]. Given the product [C:1]([CH2:3][NH:4][C:5]([CH:7]1[CH:8]([CH2:14][OH:15])[CH:9]2[CH2:13][CH:12]1[CH:11]=[CH:10]2)=[O:6])#[N:2], predict the reactants needed to synthesize it. (6) Given the product [C:1]([O:5][C:6]([N:8]1[CH2:9][CH2:10][N:11]([C:14]2[S:16][C:26]([C:28]3[CH:33]=[CH:32][C:31]([O:34][CH3:35])=[CH:30][CH:29]=3)=[C:25]([C:22]3[CH:21]=[CH:20][C:19]([O:18][CH3:17])=[CH:24][CH:23]=3)[N:15]=2)[CH2:12][CH2:13]1)=[O:7])([CH3:4])([CH3:2])[CH3:3], predict the reactants needed to synthesize it. The reactants are: [C:1]([O:5][C:6]([N:8]1[CH2:13][CH2:12][N:11]([C:14](=[S:16])[NH2:15])[CH2:10][CH2:9]1)=[O:7])([CH3:4])([CH3:3])[CH3:2].[CH3:17][O:18][C:19]1[CH:24]=[CH:23][C:22]([C:25](=O)[CH:26]([C:28]2[CH:33]=[CH:32][C:31]([O:34][CH3:35])=[CH:30][CH:29]=2)Br)=[CH:21][CH:20]=1.